This data is from Reaction yield outcomes from USPTO patents with 853,638 reactions. The task is: Predict the reaction yield, written as a fraction of the theoretical maximum amount of product (1.0 means a 100% yield; for example, 0.34 means a 34% yield). (1) The reactants are C[N:2]1[CH2:7][CH2:6][N:5]([C:8]2[CH:9]=[CH:10][CH:11]=[C:12]3[C:17]=2[N:16]=[CH:15][C:14]([S:18]([C:21]2[CH:26]=[CH:25][CH:24]=[CH:23][CH:22]=2)(=[O:20])=[O:19])=[CH:13]3)[CH2:4][CH2:3]1.[Cl:27]C(OC(Cl)C)=O.C(N(CC)C(C)C)(C)C. The catalyst is ClCCCl. The product is [ClH:27].[C:21]1([S:18]([C:14]2[CH:15]=[N:16][C:17]3[C:12]([CH:13]=2)=[CH:11][CH:10]=[CH:9][C:8]=3[N:5]2[CH2:6][CH2:7][NH:2][CH2:3][CH2:4]2)(=[O:20])=[O:19])[CH:22]=[CH:23][CH:24]=[CH:25][CH:26]=1. The yield is 0.510. (2) The reactants are [C:1]([O:5][C:6]([NH:8][C@H:9]([CH:13]([CH3:15])[CH3:14])[C:10]([OH:12])=O)=[O:7])([CH3:4])([CH3:3])[CH3:2].[CH2:16]([NH:23][CH2:24][CH2:25][OH:26])[C:17]1[CH:22]=[CH:21][CH:20]=[CH:19][CH:18]=1.CN(C(ON1N=NC2C=CC=NC1=2)=[N+](C)C)C.F[P-](F)(F)(F)(F)F.CCN(CC)CC. The catalyst is C(Cl)Cl.O. The product is [C:1]([O:5][C:6](=[O:7])[NH:8][C@H:9]([CH:13]([CH3:15])[CH3:14])[C:10]([N:23]([CH2:16][C:17]1[CH:22]=[CH:21][CH:20]=[CH:19][CH:18]=1)[CH2:24][CH2:25][OH:26])=[O:12])([CH3:2])([CH3:3])[CH3:4]. The yield is 0.880. (3) The reactants are [S:1]1[C:8]2[CH:7]=[C:6]([C:9]([OH:11])=[O:10])[NH:5][C:4]=2[CH:3]=[CH:2]1.CN(C=O)C.[Cl:17]N1C(=O)CCC1=O. The product is [Cl:17][C:7]1[C:8]2[S:1][CH:2]=[CH:3][C:4]=2[NH:5][C:6]=1[C:9]([OH:11])=[O:10]. The yield is 0.0500. The catalyst is CCOC(C)=O. (4) The reactants are [OH:1][CH2:2][CH2:3][N:4]([CH2:21][CH2:22][OH:23])[C:5]1[C:6]([N+:18]([O-:20])=[O:19])=[C:7]([C:12]([N+:15]([O-:17])=[O:16])=[CH:13][CH:14]=1)[C:8]([O:10][CH3:11])=[O:9].CCN(CC)CC.[CH3:31][S:32](Cl)(=[O:34])=[O:33].C([O-])(O)=O.[Na+]. The catalyst is C(Cl)Cl. The product is [CH3:31][S:32]([O:1][CH2:2][CH2:3][N:4]([CH2:21][CH2:22][O:23][S:32]([CH3:31])(=[O:34])=[O:33])[C:5]1[C:6]([N+:18]([O-:20])=[O:19])=[C:7]([C:12]([N+:15]([O-:17])=[O:16])=[CH:13][CH:14]=1)[C:8]([O:10][CH3:11])=[O:9])(=[O:34])=[O:33]. The yield is 1.00. (5) The reactants are [NH2:1][C:2]1[C:3]([C:26]([O:28]C)=O)=[N:4][C:5]([C:8]2[CH:9]=[C:10]3[N:16]=[C:15]([CH3:17])[N:14]([CH2:18][O:19][CH2:20][CH2:21][Si:22]([CH3:25])([CH3:24])[CH3:23])[C:11]3=[N:12][CH:13]=2)=[CH:6][CH:7]=1.[CH:30]([NH2:32])=O. No catalyst specified. The product is [CH3:17][C:15]1[N:14]([CH2:18][O:19][CH2:20][CH2:21][Si:22]([CH3:24])([CH3:23])[CH3:25])[C:11]2=[N:12][CH:13]=[C:8]([C:5]3[CH:6]=[CH:7][C:2]4[N:1]=[CH:30][NH:32][C:26](=[O:28])[C:3]=4[N:4]=3)[CH:9]=[C:10]2[N:16]=1. The yield is 0.360. (6) The product is [CH3:1][C@H:2]1[CH2:7][N:6]([CH2:42][C:41]2[CH:44]=[CH:45][CH:46]=[C:39]([F:38])[CH:40]=2)[C@H:5]([CH3:8])[CH2:4][N:3]1[C@H:9]([C:16]1[CH:17]=[CH:18][C:19]([C:20]([N:22]([CH2:25][CH3:26])[CH2:23][CH3:24])=[O:21])=[CH:27][CH:28]=1)[C:10]1[CH:11]=[CH:12][CH:13]=[CH:14][CH:15]=1. The reactants are [CH3:1][C@H:2]1[CH2:7][NH:6][C@H:5]([CH3:8])[CH2:4][N:3]1[C@H:9]([C:16]1[CH:28]=[CH:27][C:19]([C:20]([N:22]([CH2:25][CH3:26])[CH2:23][CH3:24])=[O:21])=[CH:18][CH:17]=1)[C:10]1[CH:15]=[CH:14][CH:13]=[CH:12][CH:11]=1.[I-].[Na+].C(N(CC)CC)C.[F:38][C:39]1[CH:40]=[C:41]([CH:44]=[CH:45][CH:46]=1)[CH2:42]Br. The catalyst is C(#N)C. The yield is 0.973. (7) The reactants are [F:1][C:2]1[C:3]([CH3:21])=[C:4]([C:14]([OH:20])=[C:15]([N+:17]([O-:19])=[O:18])[CH:16]=1)[C:5]([O:7][C:8]1[CH:13]=[CH:12][CH:11]=[CH:10][CH:9]=1)=[O:6].C([O-])([O-])=O.[K+].[K+].[CH:28]1[CH:33]=[CH:32][C:31]([CH2:34]Br)=[CH:30][CH:29]=1. The catalyst is CC(C)=O. The product is [CH2:34]([O:20][C:14]1[C:15]([N+:17]([O-:19])=[O:18])=[CH:16][C:2]([F:1])=[C:3]([CH3:21])[C:4]=1[C:5]([O:7][C:8]1[CH:13]=[CH:12][CH:11]=[CH:10][CH:9]=1)=[O:6])[C:31]1[CH:32]=[CH:33][CH:28]=[CH:29][CH:30]=1. The yield is 0.987. (8) The reactants are [CH3:1][N:2]1[C:6]2[CH:7]=[CH:8][C:9]([C:11]([O:13]CC)=[O:12])=[CH:10][C:5]=2[N:4]=[CH:3]1.[OH-].[Na+].Cl.C(O)(=O)CC(CC(O)=O)(C(O)=O)O. The catalyst is CC(O)C. The product is [CH3:1][N:2]1[C:6]2[CH:7]=[CH:8][C:9]([C:11]([OH:13])=[O:12])=[CH:10][C:5]=2[N:4]=[CH:3]1. The yield is 0.860. (9) The reactants are C1(P(C2C=CC=CC=2)C2C=CC=CC=2)C=CC=CC=1.BrN1C(=O)CCC1=O.[Cl:28][C:29]1[CH:30]=[C:31]([C@@H:39]([CH2:43][CH:44]2[CH2:48][CH2:47][CH2:46][CH2:45]2)[C:40]([OH:42])=O)[CH:32]=[CH:33][C:34]=1[S:35]([CH3:38])(=[O:37])=[O:36].[NH2:49][C:50]1[NH:51][C:52]2[CH:58]=[CH:57][CH:56]=[CH:55][C:53]=2[N:54]=1.N1C=CC=CC=1. The catalyst is C(Cl)Cl.O. The product is [NH:51]1[C:52]2[CH:58]=[CH:57][CH:56]=[CH:55][C:53]=2[N:54]=[C:50]1[NH:49][C:40](=[O:42])[C@@H:39]([C:31]1[CH:32]=[CH:33][C:34]([S:35]([CH3:38])(=[O:36])=[O:37])=[C:29]([Cl:28])[CH:30]=1)[CH2:43][CH:44]1[CH2:48][CH2:47][CH2:46][CH2:45]1. The yield is 0.560. (10) The reactants are Cl[C:2]1[N:7]=[CH:6][N:5]=[C:4]([NH:8][C:9]2[CH:14]=[CH:13][CH:12]=[C:11]([Br:15])[CH:10]=2)[CH:3]=1.[C:16]1([NH2:23])[CH:21]=[CH:20][CH:19]=[C:18]([NH2:22])[CH:17]=1. The catalyst is CCCCO. The product is [Br:15][C:11]1[CH:10]=[C:9]([NH:8][C:4]2[N:5]=[CH:6][N:7]=[C:2]([NH:22][C:18]3[CH:17]=[C:16]([NH2:23])[CH:21]=[CH:20][CH:19]=3)[CH:3]=2)[CH:14]=[CH:13][CH:12]=1. The yield is 0.650.